The task is: Predict which catalyst facilitates the given reaction.. This data is from Catalyst prediction with 721,799 reactions and 888 catalyst types from USPTO. (1) Reactant: C1(C(C2C=CC=CC=2)([C@@H]2CCCN2)O)C=CC=CC=1.B.[F:21][C:22]1[CH:27]=[CH:26][C:25]([C:28]2[C:29]([C:43](=O)[C:44]3[CH:49]=[CH:48][C:47]([O:50][CH2:51][CH2:52][N:53]4[CH2:58][CH2:57][CH2:56][CH2:55][CH2:54]4)=[CH:46][CH:45]=3)=[C:30]3[C:35](=[CH:36][CH:37]=2)[CH:34]=[C:33]([O:38][S:39]([CH3:42])(=[O:41])=[O:40])[CH:32]=[CH:31]3)=[C:24]([S:60]C)[CH:23]=1.C(CN)O.[Cl-].[NH4+].C(N(CC)CC)C.CS(Cl)(=O)=O.C(=O)(O)[O-].[Na+]. Product: [F:21][C:22]1[CH:23]=[C:24]2[C:25](=[CH:26][CH:27]=1)[C:28]1[C:29](=[C:30]3[C:35](=[CH:36][CH:37]=1)[CH:34]=[C:33]([O:38][S:39]([CH3:42])(=[O:40])=[O:41])[CH:32]=[CH:31]3)[CH:43]([C:44]1[CH:45]=[CH:46][C:47]([O:50][CH2:51][CH2:52][N:53]3[CH2:58][CH2:57][CH2:56][CH2:55][CH2:54]3)=[CH:48][CH:49]=1)[S:60]2. The catalyst class is: 1. (2) Reactant: C(OC(=O)[NH:7][C:8]1[C@:9]([CH3:38])([C:34]([F:37])([F:36])[F:35])[O:10][CH2:11][C@:12]([C:15]2[CH:20]=[C:19]([NH:21][C:22]([C:24]3[C:29]([CH3:30])=[CH:28][C:27]([C:31]#[N:32])=[CH:26][N:25]=3)=[O:23])[CH:18]=[CH:17][C:16]=2[F:33])([CH3:14])[N:13]=1)(C)(C)C.C(O)(C(F)(F)F)=O.C([O-])(O)=O.[Na+]. Product: [NH2:7][C:8]1[C@:9]([CH3:38])([C:34]([F:35])([F:37])[F:36])[O:10][CH2:11][C@:12]([C:15]2[CH:20]=[C:19]([NH:21][C:22]([C:24]3[C:29]([CH3:30])=[CH:28][C:27]([C:31]#[N:32])=[CH:26][N:25]=3)=[O:23])[CH:18]=[CH:17][C:16]=2[F:33])([CH3:14])[N:13]=1. The catalyst class is: 2. (3) Reactant: [O:1]1[CH2:3][CH:2]1[C:4]1[CH:9]=[CH:8][C:7]([C:10]2[N:14]=[C:13]([C:15]3[O:19][N:18]=[C:17]([C:20]4[CH:25]=[CH:24][CH:23]=[CH:22][CH:21]=4)[C:16]=3[C:26]([F:29])([F:28])[F:27])[O:12][N:11]=2)=[CH:6][CH:5]=1.[NH:30]1[CH2:35][CH2:34][CH2:33][CH:32]([CH2:36][OH:37])[CH2:31]1.CS(C)=O. Product: [OH:37][CH2:36][CH:32]1[CH2:33][CH2:34][CH2:35][N:30]([CH2:3][CH:2]([C:4]2[CH:9]=[CH:8][C:7]([C:10]3[N:14]=[C:13]([C:15]4[O:19][N:18]=[C:17]([C:20]5[CH:25]=[CH:24][CH:23]=[CH:22][CH:21]=5)[C:16]=4[C:26]([F:28])([F:27])[F:29])[O:12][N:11]=3)=[CH:6][CH:5]=2)[OH:1])[CH2:31]1. The catalyst class is: 41. (4) Reactant: [CH2:1]([O:3][C:4]1[CH:9]=[C:8]([O:10][CH3:11])[C:7]([N+:12]([O-])=O)=[CH:6][C:5]=1[CH3:15])[CH3:2]. Product: [CH2:1]([O:3][C:4]1[C:5]([CH3:15])=[CH:6][C:7]([NH2:12])=[C:8]([O:10][CH3:11])[CH:9]=1)[CH3:2]. The catalyst class is: 579. (5) Reactant: [CH2:1]([C:3]([C:28]1[CH:33]=[CH:32][C:31]([B:34]2[O:38][C:37]([CH3:40])([CH3:39])[C:36]([CH3:42])([CH3:41])[O:35]2)=[C:30]([CH3:43])[CH:29]=1)([C:6]1[CH:11]=[CH:10][C:9]([C:12]#[C:13][C:14]([O:23][CH2:24][O:25][CH3:26])([C:19]([F:22])([F:21])[F:20])[C:15]([F:18])([F:17])[F:16])=[C:8]([CH3:27])[CH:7]=1)[CH2:4][CH3:5])[CH3:2].[H][H]. Product: [CH2:1]([C:3]([C:28]1[CH:33]=[CH:32][C:31]([B:34]2[O:35][C:36]([CH3:42])([CH3:41])[C:37]([CH3:39])([CH3:40])[O:38]2)=[C:30]([CH3:43])[CH:29]=1)([C:6]1[CH:11]=[CH:10][C:9]([CH2:12][CH2:13][C:14]([O:23][CH2:24][O:25][CH3:26])([C:15]([F:18])([F:16])[F:17])[C:19]([F:22])([F:20])[F:21])=[C:8]([CH3:27])[CH:7]=1)[CH2:4][CH3:5])[CH3:2]. The catalyst class is: 129. (6) Reactant: Br[C:2]1[CH:7]=[C:6]([C:8]([F:11])([F:10])[F:9])[C:5]([Cl:12])=[CH:4][N:3]=1.[CH3:13][N:14]1[CH:18]=[C:17]([C:19]2[CH:24]=[CH:23][CH:22]=[C:21](B3OC(C)(C)C(C)(C)O3)[CH:20]=2)[CH:16]=[N:15]1.C(=O)([O-])[O-].[K+].[K+]. Product: [Cl:12][C:5]1[C:6]([C:8]([F:11])([F:10])[F:9])=[CH:7][C:2]([C:23]2[CH:22]=[CH:21][CH:20]=[C:19]([C:17]3[CH:16]=[N:15][N:14]([CH3:13])[CH:18]=3)[CH:24]=2)=[N:3][CH:4]=1. The catalyst class is: 70. (7) Reactant: C([O:9][C@H:10]([C:25]1[CH:30]=[CH:29][CH:28]=[CH:27][CH:26]=1)[C@H:11]([C:19]1[CH:24]=[CH:23][CH:22]=[CH:21][CH:20]=1)[O:12][CH:13]1[CH2:18][CH2:17][CH2:16][CH2:15][O:14]1)(=O)C1C=CC=CC=1.[OH-].[Na+]. Product: [C:25]1([C@@H:10]([OH:9])[C@H:11]([C:19]2[CH:24]=[CH:23][CH:22]=[CH:21][CH:20]=2)[O:12][CH:13]2[CH2:18][CH2:17][CH2:16][CH2:15][O:14]2)[CH:26]=[CH:27][CH:28]=[CH:29][CH:30]=1. The catalyst class is: 5.